From a dataset of Catalyst prediction with 721,799 reactions and 888 catalyst types from USPTO. Predict which catalyst facilitates the given reaction. (1) Reactant: [CH3:1][O:2][C:3]1[CH:20]=[CH:19][CH:18]=[C:17]([CH3:21])[C:4]=1[CH2:5][C:6]1[CH:16]=[CH:15][CH:14]=[C:8]2[C:9]([NH:11][C:12](=[O:13])[C:7]=12)=[O:10].[Br:22]N1C(=O)CCC1=O.C(OOC(=O)C1C=CC=CC=1)(=O)C1C=CC=CC=1. Product: [Br:22][CH2:21][C:17]1[C:4]([CH2:5][C:6]2[CH:16]=[CH:15][CH:14]=[C:8]3[C:9]([NH:11][C:12](=[O:13])[C:7]=23)=[O:10])=[C:3]([O:2][CH3:1])[CH:20]=[CH:19][CH:18]=1. The catalyst class is: 27. (2) Reactant: [F:1][C:2]1[CH:3]=[C:4]([NH:9][C:10](=[O:12])[CH3:11])[CH:5]=[C:6]([CH3:8])[CH:7]=1.[C:13](Cl)(=[O:15])[CH3:14].[Cl-].[Al+3].[Cl-].[Cl-]. Product: [C:13]([C:7]1[C:6]([CH3:8])=[CH:5][C:4]([NH:9][C:10](=[O:12])[CH3:11])=[CH:3][C:2]=1[F:1])(=[O:15])[CH3:14]. The catalyst class is: 534. (3) Reactant: CC1(C)C(C)(C)OB([C:9]2[CH:10]=[N:11][C:12]([N:15]3[CH2:20][CH2:19][CH:18]([O:21][C:22]4[CH:27]=[CH:26][CH:25]=[CH:24][C:23]=4[C:28]([F:31])([F:30])[F:29])[CH2:17][CH2:16]3)=[N:13][CH:14]=2)O1.Br[C:34]1[CH:35]=[N:36][N:37]([CH2:39][C:40]([O:42][CH2:43][CH3:44])=[O:41])[CH:38]=1.C(=O)([O-])[O-].[Na+].[Na+]. Product: [F:29][C:28]([F:30])([F:31])[C:23]1[CH:24]=[CH:25][CH:26]=[CH:27][C:22]=1[O:21][CH:18]1[CH2:17][CH2:16][N:15]([C:12]2[N:13]=[CH:14][C:9]([C:34]3[CH:35]=[N:36][N:37]([CH2:39][C:40]([O:42][CH2:43][CH3:44])=[O:41])[CH:38]=3)=[CH:10][N:11]=2)[CH2:20][CH2:19]1. The catalyst class is: 431. (4) Reactant: [C:1]([CH2:3]P(=O)(OCC)OCC)#[N:2].[H-].[Na+].[CH3:14][S:15][C:16]1[CH:25]=[C:24]2[C:19]([CH2:20][CH2:21][CH2:22][C:23]2=O)=[CH:18][CH:17]=1.C(OCC)(=O)C. Product: [CH3:14][S:15][C:16]1[CH:25]=[C:24]2[C:19]([CH2:20][CH2:21][CH2:22][C:23]2=[CH:3][C:1]#[N:2])=[CH:18][CH:17]=1. The catalyst class is: 7. (5) Reactant: [N:1]1([C:7]2[S:8][C:9](=[CH:13][C:14]3[CH:19]=[CH:18][C:17]([N:20]4[CH2:25][CH2:24][C:23](=O)[CH2:22][CH2:21]4)=[CH:16][CH:15]=3)[C:10](=[O:12])[N:11]=2)[CH2:6][CH2:5][O:4][CH2:3][CH2:2]1.[NH2:27][CH2:28][C@H:29]([OH:38])[CH2:30][O:31][C:32]1[CH:37]=[CH:36][CH:35]=[CH:34][CH:33]=1.[ClH:39]. Product: [ClH:39].[ClH:39].[OH:38][C@H:29]([CH2:30][O:31][C:32]1[CH:37]=[CH:36][CH:35]=[CH:34][CH:33]=1)[CH2:28][NH:27][CH:23]1[CH2:22][CH2:21][N:20]([C:17]2[CH:18]=[CH:19][C:14]([CH:13]=[C:9]3[S:8][C:7]([N:1]4[CH2:6][CH2:5][O:4][CH2:3][CH2:2]4)=[N:11][C:10]3=[O:12])=[CH:15][CH:16]=2)[CH2:25][CH2:24]1. The catalyst class is: 138.